Predict the reactants needed to synthesize the given product. From a dataset of Full USPTO retrosynthesis dataset with 1.9M reactions from patents (1976-2016). (1) Given the product [CH3:1][N:2]1[CH2:3][CH2:4][N:5]([C:8](=[O:26])/[CH:9]=[CH:10]/[C:11]2[CH:16]=[CH:15][C:14](/[CH:17]=[CH:18]/[C:19]([OH:21])=[O:20])=[CH:13][CH:12]=2)[CH2:6][CH2:7]1.[F:30][C:29]([F:32])([F:31])[C:27]([O-:33])=[O:28], predict the reactants needed to synthesize it. The reactants are: [CH3:1][N:2]1[CH2:7][CH2:6][N:5]([C:8](=[O:26])/[CH:9]=[CH:10]/[C:11]2[CH:16]=[CH:15][C:14](/[CH:17]=[CH:18]/[C:19]([O:21]C(C)(C)C)=[O:20])=[CH:13][CH:12]=2)[CH2:4][CH2:3]1.[C:27]([OH:33])([C:29]([F:32])([F:31])[F:30])=[O:28]. (2) Given the product [Br:9][C:10]1[CH:11]=[CH:12][C:13]([CH:16]([O:8][C:4]2[CH:5]=[CH:6][CH:7]=[C:2]([Cl:1])[CH:3]=2)[CH2:17][CH2:18][Cl:19])=[CH:14][CH:15]=1, predict the reactants needed to synthesize it. The reactants are: [Cl:1][C:2]1[CH:3]=[C:4]([OH:8])[CH:5]=[CH:6][CH:7]=1.[Br:9][C:10]1[CH:15]=[CH:14][C:13]([CH:16](O)[CH2:17][CH2:18][Cl:19])=[CH:12][CH:11]=1. (3) Given the product [N:11]1[CH:16]=[CH:15][C:14]([CH:17]([CH3:23])[C:18]([O:20][CH2:21][CH3:22])=[O:19])=[CH:13][CH:12]=1, predict the reactants needed to synthesize it. The reactants are: [Li]N([Si](C)(C)C)[Si](C)(C)C.[N:11]1[CH:16]=[CH:15][C:14]([CH2:17][C:18]([O:20][CH2:21][CH3:22])=[O:19])=[CH:13][CH:12]=1.[CH3:23]I.